Dataset: Catalyst prediction with 721,799 reactions and 888 catalyst types from USPTO. Task: Predict which catalyst facilitates the given reaction. (1) Reactant: [NH2:1][C:2]1[C:7]([OH:8])=[CH:6][C:5]([CH2:9][C:10]([O:12][CH2:13][CH3:14])=[O:11])=[CH:4][C:3]=1[F:15].[F:16][C:17]1[CH:18]=[CH:19][C:20]([CH3:26])=[C:21]([N:23]=[C:24]=S)[CH:22]=1. Product: [F:16][C:17]1[CH:18]=[CH:19][C:20]([CH3:26])=[C:21]([NH:23][C:24]2[O:8][C:7]3[CH:6]=[C:5]([CH2:9][C:10]([O:12][CH2:13][CH3:14])=[O:11])[CH:4]=[C:3]([F:15])[C:2]=3[N:1]=2)[CH:22]=1. The catalyst class is: 5. (2) Reactant: [CH:1]([O:4][C:5]1[CH:6]=[C:7]([CH:10]=[CH:11][CH:12]=1)[C:8]#[N:9])([CH3:3])[CH3:2]. Product: [CH:1]([O:4][C:5]1[CH:6]=[C:7]([CH:10]=[CH:11][CH:12]=1)[CH2:8][NH2:9])([CH3:3])[CH3:2]. The catalyst class is: 319. (3) Reactant: [NH2:1][C:2]1[C:7]([C:8]([NH2:10])=[O:9])=[CH:6][C:5]([C:11]([F:14])([F:13])[F:12])=[CH:4][N:3]=1.[CH2:15]([S:17][C:18]1[CH:25]=[CH:24][CH:23]=[CH:22][C:19]=1[CH:20]=O)[CH3:16].S(=O)(O)[O-].[Na+].CC(N(C)C)=O. Product: [CH2:15]([S:17][C:18]1[CH:25]=[CH:24][CH:23]=[CH:22][C:19]=1[C:20]1[NH:10][C:8](=[O:9])[C:7]2[CH:6]=[C:5]([C:11]([F:12])([F:14])[F:13])[CH:4]=[N:3][C:2]=2[N:1]=1)[CH3:16]. The catalyst class is: 6. (4) Reactant: [C:1]([O:5][C:6]([N:8]1[CH2:13][C@H:12]([CH2:14][O:15]S(C(F)(F)F)(=O)=O)[N:11]([C:23]2[CH:28]=[CH:27][C:26]([O:29][CH2:30][C:31]3[CH:36]=[CH:35][CH:34]=[CH:33][CH:32]=3)=[CH:25][CH:24]=2)[C:10](=[O:37])[CH2:9]1)=[O:7])([CH3:4])([CH3:3])[CH3:2].C(=O)([O-])[O-].[Cs+].[Cs+].[CH:44]1[C:53]2[C:48](=[CH:49][CH:50]=[CH:51][CH:52]=2)[CH:47]=[CH:46][C:45]=1O. Product: [C:1]([O:5][C:6]([N:8]1[CH2:9][C:10](=[O:37])[N:11]([C:23]2[CH:28]=[CH:27][C:26]([O:29][CH2:30][C:31]3[CH:36]=[CH:35][CH:34]=[CH:33][CH:32]=3)=[CH:25][CH:24]=2)[C@@H:12]([CH2:14][O:15][C:46]2[CH:45]=[CH:44][C:53]3[C:48](=[CH:49][CH:50]=[CH:51][CH:52]=3)[CH:47]=2)[CH2:13]1)=[O:7])([CH3:4])([CH3:3])[CH3:2]. The catalyst class is: 10. (5) Reactant: [H-].[Na+].[F:3][C:4]1[CH:13]=[C:12]2[C:7]([C:8](=[O:14])[NH:9][CH:10]=[N:11]2)=[CH:6][CH:5]=1.[CH2:15](Br)[C:16]1[CH:21]=[CH:20][CH:19]=[CH:18][CH:17]=1.O. Product: [CH2:15]([N:9]1[C:8](=[O:14])[C:7]2[C:12](=[CH:13][C:4]([F:3])=[CH:5][CH:6]=2)[N:11]=[CH:10]1)[C:16]1[CH:21]=[CH:20][CH:19]=[CH:18][CH:17]=1. The catalyst class is: 3. (6) Product: [NH2:16][C:15]1[C:10]2[N:11]([C:7]([C@@H:6]3[CH2:3][C@H:4]([CH2:39][NH:35][C:34](=[O:44])[CH3:33])[CH2:5]3)=[N:8][C:9]=2[C:17]2[CH:18]=[C:19]3[C:20]([CH:21]=[CH:22][C:23]([C:27]4[CH:32]=[CH:31][CH:30]=[CH:29][CH:28]=4)=[N:24]3)=[CH:25][CH:26]=2)[CH:12]=[CH:13][N:14]=1. The catalyst class is: 2. Reactant: NC[CH:3]1[CH:6]([C:7]2[N:11]3[CH:12]=[CH:13][N:14]=[C:15]([NH2:16])[C:10]3=[C:9]([C:17]3[CH:26]=[C:25]4[C:20]([CH:21]=[CH:22][C:23]([C:27]5[CH:32]=[CH:31][CH:30]=[CH:29][CH:28]=5)=[N:24]4)=[CH:19][CH:18]=3)[N:8]=2)[CH2:5][CH2:4]1.[CH3:33][CH2:34][N:35]([CH:39](C)C)C(C)C.CC(OC(C)=O)=[O:44]. (7) Reactant: [C:1]1([SH:7])[CH:6]=[CH:5][CH:4]=[CH:3][CH:2]=1.[C:8](Cl)(=[O:12])[C:9](Cl)=[O:10].[Al+3].[Cl-].[Cl-].[Cl-].Cl. Product: [S:7]1[C:9](=[O:10])[C:8](=[O:12])[C:2]2[CH:3]=[CH:4][CH:5]=[CH:6][C:1]1=2. The catalyst class is: 876.